From a dataset of Reaction yield outcomes from USPTO patents with 853,638 reactions. Predict the reaction yield, written as a fraction of the theoretical maximum amount of product (1.0 means a 100% yield; for example, 0.34 means a 34% yield). (1) The reactants are [Br:1][CH2:2][CH2:3][CH2:4]Br.C(=O)([O-])[O-].[K+].[K+].[I-].[K+].[CH2:14]([O:16][C:17](=[O:26])[C:18]1[CH:23]=[CH:22][C:21]([OH:24])=[C:20]([F:25])[CH:19]=1)[CH3:15]. The catalyst is CC(C)=O. The product is [CH2:14]([O:16][C:17](=[O:26])[C:18]1[CH:23]=[CH:22][C:21]([O:24][CH2:4][CH2:3][CH2:2][Br:1])=[C:20]([F:25])[CH:19]=1)[CH3:15]. The yield is 0.710. (2) The reactants are [S:1]([CH2:11][N:12]=[C:13]=[O:14])([C:4]1[CH:10]=[CH:9][C:7]([CH3:8])=[CH:6][CH:5]=1)(=[O:3])=[O:2].[CH:15](=O)[CH2:16][CH3:17].[Na].O1CCN=C1. The catalyst is C(O)C. The product is [CH2:16]([CH:17]1[O:14][CH:13]=[N:12][CH:11]1[S:1]([C:4]1[CH:5]=[CH:6][C:7]([CH3:8])=[CH:9][CH:10]=1)(=[O:3])=[O:2])[CH3:15]. The yield is 0.810. (3) The reactants are [Br:1][C:2]1[CH:8]=[CH:7][C:5]([NH2:6])=[CH:4][CH:3]=1.[C:9]([O:13][C:14]([NH:16][CH:17]([CH2:21][CH:22]([CH3:24])[CH3:23])[C:18](O)=[O:19])=[O:15])([CH3:12])([CH3:11])[CH3:10].O=P(Cl)(Cl)Cl. The catalyst is N1C=CC=CC=1. The product is [C:9]([O:13][C:14](=[O:15])[NH:16][CH:17]([CH2:21][CH:22]([CH3:23])[CH3:24])[C:18]([NH:6][C:5]1[CH:7]=[CH:8][C:2]([Br:1])=[CH:3][CH:4]=1)=[O:19])([CH3:12])([CH3:11])[CH3:10]. The yield is 0.330.